From a dataset of Reaction yield outcomes from USPTO patents with 853,638 reactions. Predict the reaction yield, written as a fraction of the theoretical maximum amount of product (1.0 means a 100% yield; for example, 0.34 means a 34% yield). (1) The yield is 1.00. The catalyst is CO. The product is [NH:4]1[C:5]([C:6]2[CH:7]=[C:8]([NH:12][C:13]([C:15]3([CH3:28])[CH2:20][CH2:19][NH:18][CH2:17][CH2:16]3)=[O:14])[CH:9]=[CH:10][CH:11]=2)=[N:1][N:2]=[N:3]1. The reactants are [NH:1]1[C:5]([C:6]2[CH:7]=[C:8]([NH:12][C:13]([C:15]3([CH3:28])[CH2:20][CH2:19][N:18](C(OC(C)(C)C)=O)[CH2:17][CH2:16]3)=[O:14])[CH:9]=[CH:10][CH:11]=2)=[N:4][N:3]=[N:2]1.Cl. (2) The reactants are [OH:1][CH2:2][C:3]([CH3:33])([CH3:32])[CH2:4][NH:5][C:6]([C:8]1[C:16]2[C:11](=[N:12][CH:13]=[C:14]([N:17]3[CH2:21][CH2:20][C:19]([CH3:23])([CH3:22])[CH2:18]3)[N:15]=2)[N:10](COCC[Si](C)(C)C)[CH:9]=1)=[O:7].Cl.C(=O)(O)[O-].[Na+].C([O-])(=O)C.[Na+]. The catalyst is CO.O. The product is [OH:1][CH2:2][C:3]([CH3:33])([CH3:32])[CH2:4][NH:5][C:6]([C:8]1[C:16]2[C:11](=[N:12][CH:13]=[C:14]([N:17]3[CH2:21][CH2:20][C:19]([CH3:23])([CH3:22])[CH2:18]3)[N:15]=2)[NH:10][CH:9]=1)=[O:7]. The yield is 0.540. (3) The reactants are C1([O:7][C:8](=O)[N:9]([C:19]2[CH:24]=[C:23]([O:25][C:26]3[CH:31]=[CH:30][C:29]([NH:32][C:33]([C:35]4([C:38](=[O:47])[NH:39][C:40]5[CH:45]=[CH:44][C:43]([F:46])=[CH:42][CH:41]=5)[CH2:37][CH2:36]4)=[O:34])=[CH:28][C:27]=3[F:48])[CH:22]=[CH:21][N:20]=2)C(OC2C=CC=CC=2)=O)C=CC=CC=1.Cl.Cl.[CH3:52][N:53]([CH3:60])[CH:54]1[CH2:59][CH2:58][NH:57][CH2:56][CH2:55]1.C(N(CC)CC)C. The catalyst is CN(C)C=O. The product is [CH3:52][N:53]([CH3:60])[CH:54]1[CH2:59][CH2:58][N:57]([C:8]([NH:9][C:19]2[CH:24]=[C:23]([O:25][C:26]3[CH:31]=[CH:30][C:29]([NH:32][C:33]([C:35]4([C:38]([NH:39][C:40]5[CH:41]=[CH:42][C:43]([F:46])=[CH:44][CH:45]=5)=[O:47])[CH2:37][CH2:36]4)=[O:34])=[CH:28][C:27]=3[F:48])[CH:22]=[CH:21][N:20]=2)=[O:7])[CH2:56][CH2:55]1. The yield is 0.900. (4) The reactants are [H-].[Na+].[CH3:3][C:4]([C:6]1[CH:11]=[CH:10][CH:9]=[C:8]([Cl:12])[CH:7]=1)=[O:5].[C:13](OCC)(=[O:19])[C:14]([O:16][CH2:17][CH3:18])=[O:15].Cl. The catalyst is CN(C=O)C.C(OCC)(=O)C. The product is [CH2:17]([O:16][C:14](=[O:15])[C:13](=[O:19])[CH2:3][C:4]([C:6]1[CH:11]=[CH:10][CH:9]=[C:8]([Cl:12])[CH:7]=1)=[O:5])[CH3:18]. The yield is 0.670. (5) The reactants are [Br:1][CH2:2][C:3]1[CH:4]=[C:5]([CH:9]=[CH:10][CH:11]=1)[C:6](Cl)=[O:7].C(N(CC)CC)C.[C:19](=O)([O-])[OH:20].[Na+]. The catalyst is CO. The product is [Br:1][CH2:2][C:3]1[CH:4]=[C:5]([CH:9]=[CH:10][CH:11]=1)[C:6]([O:20][CH3:19])=[O:7]. The yield is 0.970. (6) The reactants are Cl[C:2]1[N:7]=[C:6]([CH3:8])[C:5]([C:9]([O:11][CH3:12])=[O:10])=[C:4]([NH:13][C:14]2[CH:15]=[C:16]([CH3:20])[CH:17]=[CH:18][CH:19]=2)[N:3]=1.[CH2:21]([NH:24][C:25](=[O:31])[O:26][C:27]([CH3:30])([CH3:29])[CH3:28])[C:22]#[CH:23].C(N(CC)CC)C. The catalyst is CC(N(C)C)=O.C1C=CC([P]([Pd]([P](C2C=CC=CC=2)(C2C=CC=CC=2)C2C=CC=CC=2)([P](C2C=CC=CC=2)(C2C=CC=CC=2)C2C=CC=CC=2)[P](C2C=CC=CC=2)(C2C=CC=CC=2)C2C=CC=CC=2)(C2C=CC=CC=2)C2C=CC=CC=2)=CC=1.[Cu]I. The product is [C:27]([O:26][C:25]([NH:24][CH2:21][C:22]#[C:23][C:2]1[N:7]=[C:6]([CH3:8])[C:5]([C:9]([O:11][CH3:12])=[O:10])=[C:4]([NH:13][C:14]2[CH:15]=[C:16]([CH3:20])[CH:17]=[CH:18][CH:19]=2)[N:3]=1)=[O:31])([CH3:30])([CH3:29])[CH3:28]. The yield is 0.340. (7) The reactants are [C:1]([O:5][C:6]([N:8]1[CH2:16][C:15]2[C:10](=[CH:11][CH:12]=[C:13]([CH2:17]O)[CH:14]=2)[CH2:9]1)=[O:7])([CH3:4])([CH3:3])[CH3:2].C1(P(C2C=CC=CC=2)C2C=CC=CC=2)C=CC=CC=1.C(Br)(Br)(Br)[Br:39]. The catalyst is C(Cl)Cl. The product is [C:1]([O:5][C:6]([N:8]1[CH2:16][C:15]2[C:10](=[CH:11][CH:12]=[C:13]([CH2:17][Br:39])[CH:14]=2)[CH2:9]1)=[O:7])([CH3:4])([CH3:3])[CH3:2]. The yield is 0.720. (8) The reactants are [O:1]1[CH2:6][CH2:5][CH:4]([C:7]([OH:9])=O)[CH2:3][CH2:2]1.S(Cl)([Cl:12])=O. The catalyst is C1(C)C=CC=CC=1. The product is [O:1]1[CH2:6][CH2:5][CH:4]([C:7]([Cl:12])=[O:9])[CH2:3][CH2:2]1. The yield is 1.00. (9) The reactants are N(OC(C)(C)C)=O.N[C:9]1[S:10][C:11]2[CH:17]=[C:16]([C:18]([F:21])([F:20])[F:19])[CH:15]=[CH:14][C:12]=2[N:13]=1.[ClH:22]. The catalyst is C(#N)C.[Cu]. The product is [Cl:22][C:9]1[S:10][C:11]2[CH:17]=[C:16]([C:18]([F:21])([F:20])[F:19])[CH:15]=[CH:14][C:12]=2[N:13]=1. The yield is 0.920. (10) No catalyst specified. The product is [OH:9][C:10]1[C:15](=[O:16])[N:14]([CH3:17])[C:13]([C:18]2[S:19][CH:20]=[CH:21][CH:22]=2)=[N:12][C:11]=1[C:23]([OH:25])=[O:24]. The yield is 0.250. The reactants are C([O:9][C:10]1[C:15](=[O:16])[N:14]([CH3:17])[C:13]([C:18]2[S:19][CH:20]=[CH:21][CH:22]=2)=[N:12][C:11]=1[C:23]([O:25]C)=[O:24])(=O)C1C=CC=CC=1.[OH-].[Na+].Cl.